Dataset: Catalyst prediction with 721,799 reactions and 888 catalyst types from USPTO. Task: Predict which catalyst facilitates the given reaction. Reactant: [N:1](=[C:3]1[CH2:8][CH2:7][C@H:6]2[C@H:9]3[C@H:19]([CH2:20][CH2:21][C@:4]12[CH3:5])[C@:17]1([CH3:18])[C:12]([CH2:13][C@@H:14]([OH:22])[CH2:15][CH2:16]1)=[CH:11][CH2:10]3)[OH:2].C1(N=C=NC2CCCCC2)CCCCC1.[Cl:38][C:39]1[CH:47]=[CH:46][C:42]([C:43](O)=[O:44])=[CH:41][CH:40]=1. Product: [Cl:38][C:39]1[CH:47]=[CH:46][C:42]([C:43]([O:22][C@H:14]2[CH2:15][CH2:16][C@@:17]3([CH3:18])[C:12](=[CH:11][CH2:10][C@@H:9]4[C@@H:19]3[CH2:20][CH2:21][C@@:4]3([CH3:5])[C@H:6]4[CH2:7][CH2:8][C:3]3=[N:1][OH:2])[CH2:13]2)=[O:44])=[CH:41][CH:40]=1. The catalyst class is: 4.